Predict the reactants needed to synthesize the given product. From a dataset of Full USPTO retrosynthesis dataset with 1.9M reactions from patents (1976-2016). Given the product [ClH:21].[CH3:34][C:30]1[N:29]([CH2:28][C:24]2[N:25]=[N:26][CH:27]=[C:22]([C:9]3[CH:18]=[C:17]([CH3:19])[C:16]4[C:11](=[CH:12][CH:13]=[CH:14][CH:15]=4)[CH:10]=3)[CH:23]=2)[CH:33]=[CH:32][N:31]=1, predict the reactants needed to synthesize it. The reactants are: CC1(C)C(C)(C)OB([C:9]2[CH:18]=[C:17]([CH3:19])[C:16]3[C:11](=[CH:12][CH:13]=[CH:14][CH:15]=3)[CH:10]=2)O1.[Cl:21][C:22]1[CH:23]=[C:24]([CH2:28][N:29]2[CH:33]=[CH:32][N:31]=[C:30]2[CH3:34])[N:25]=[N:26][CH:27]=1.